This data is from Forward reaction prediction with 1.9M reactions from USPTO patents (1976-2016). The task is: Predict the product of the given reaction. (1) The product is: [N+:2]([C:5]1[CH:6]=[CH:7][C:8]([C:9]2[N:10]3[CH:15]=[CH:14][CH:13]=[CH:12][C:11]3=[N:16][C:28]=2[C:27]([F:38])([F:37])[F:26])=[CH:17][CH:18]=1)([O-:4])=[O:3]. Given the reactants [Br-].[N+:2]([C:5]1[CH:18]=[CH:17][C:8]([CH2:9][N:10]2[CH:15]=[CH:14][CH:13]=[CH:12][C:11]2=[NH2+:16])=[CH:7][CH:6]=1)([O-:4])=[O:3].CN1CCCC1=O.[F:26][C:27]([F:38])([F:37])[C:28](O[C:28](=O)[C:27]([F:38])([F:37])[F:26])=O.C(N(CC)CC)C, predict the reaction product. (2) Given the reactants [O:1]=[C:2]1[N:6]([C:7]2[CH:12]=[CH:11][C:10]([Sn](C)(C)C)=[CH:9][CH:8]=2)[CH2:5][C@H:4]([CH2:17][NH:18][C:19](=[O:21])[CH3:20])[O:3]1.Br[C:23]1[CH:28]=[CH:27][C:26]([C:29]2[CH2:33][C@@H:32]([CH2:34][O:35][Si:36]([C:39]([CH3:42])([CH3:41])[CH3:40])([CH3:38])[CH3:37])[O:31][N:30]=2)=[CH:25][CH:24]=1, predict the reaction product. The product is: [Si:36]([O:35][CH2:34][C@H:32]1[O:31][N:30]=[C:29]([C:26]2[CH:25]=[CH:24][C:23]([C:10]3[CH:11]=[CH:12][C:7]([N:6]4[CH2:5][C@H:4]([CH2:17][NH:18][C:19](=[O:21])[CH3:20])[O:3][C:2]4=[O:1])=[CH:8][CH:9]=3)=[CH:28][CH:27]=2)[CH2:33]1)([C:39]([CH3:42])([CH3:40])[CH3:41])([CH3:38])[CH3:37]. (3) Given the reactants [Br:1][C:2]1[CH:7]=[CH:6][C:5]([O:8][Si:9]([C:22]([CH3:25])([CH3:24])[CH3:23])([C:16]2[CH:21]=[CH:20][CH:19]=[CH:18][CH:17]=2)[C:10]2[CH:15]=[CH:14][CH:13]=[CH:12][CH:11]=2)=[CH:4][C:3]=1[CH2:26][NH2:27].[C:28]([NH:35][CH2:36][C:37](O)=[O:38])([O:30][C:31]([CH3:34])([CH3:33])[CH3:32])=[O:29].C(Cl)CCl.C1C=CC2N(O)N=NC=2C=1, predict the reaction product. The product is: [Br:1][C:2]1[CH:7]=[CH:6][C:5]([O:8][Si:9]([C:22]([CH3:23])([CH3:24])[CH3:25])([C:10]2[CH:15]=[CH:14][CH:13]=[CH:12][CH:11]=2)[C:16]2[CH:17]=[CH:18][CH:19]=[CH:20][CH:21]=2)=[CH:4][C:3]=1[CH2:26][NH:27][C:37](=[O:38])[CH2:36][NH:35][C:28]([O:30][C:31]([CH3:33])([CH3:32])[CH3:34])=[O:29]. (4) Given the reactants [Br:1][C:2]1[CH:7]=[CH:6][C:5]([C:8]([CH3:13])([CH3:12])[C:9]([O-])=[O:10])=[CH:4][CH:3]=1.[H-].[H-].[H-].[H-].[Li+].[Al+3].[NH4+].[Cl-], predict the reaction product. The product is: [Br:1][C:2]1[CH:3]=[CH:4][C:5]([C:8]([CH3:13])([CH3:12])[CH2:9][OH:10])=[CH:6][CH:7]=1. (5) Given the reactants [Cl:1][C:2]1[CH:7]=[CH:6][C:5]([C:8]2[CH:13]=[C:12]([C:14]([F:17])([F:16])[F:15])[N:11]3[N:18]=[CH:19][C:20]([C:21](O)=[O:22])=[C:10]3[N:9]=2)=[CH:4][CH:3]=1.[NH2:24][C:25]1[CH:26]=[C:27]([S:31]([N:34]2[CH2:38][CH2:37][CH2:36][C@H:35]2[CH2:39][OH:40])(=[O:33])=[O:32])[CH:28]=[CH:29][CH:30]=1, predict the reaction product. The product is: [OH:40][CH2:39][C@@H:35]1[CH2:36][CH2:37][CH2:38][N:34]1[S:31]([C:27]1[CH:26]=[C:25]([NH:24][C:21]([C:20]2[CH:19]=[N:18][N:11]3[C:12]([C:14]([F:15])([F:16])[F:17])=[CH:13][C:8]([C:5]4[CH:6]=[CH:7][C:2]([Cl:1])=[CH:3][CH:4]=4)=[N:9][C:10]=23)=[O:22])[CH:30]=[CH:29][CH:28]=1)(=[O:33])=[O:32]. (6) The product is: [CH2:23]([C@H:22]1[C@@H:21]([C@H:11]2[CH2:10][C@@H:9]([O:8][CH2:1][C:2]3[CH:3]=[CH:4][CH:5]=[CH:6][CH:7]=3)[CH2:13][N:12]2[C:14]([O:16][C:17]([CH3:18])([CH3:20])[CH3:19])=[O:15])[O:40][C:43]([CH3:45])([CH3:44])[N:30]1[C:31]([O:33][CH2:34][CH2:35][Si:36]([CH3:39])([CH3:38])[CH3:37])=[O:32])[C:24]1[CH:25]=[CH:26][CH:27]=[CH:28][CH:29]=1. Given the reactants [CH2:1]([O:8][C@H:9]1[CH2:13][N:12]([C:14]([O:16][C:17]([CH3:20])([CH3:19])[CH3:18])=[O:15])[C@@H:11]([C@@H:21]([OH:40])[C@@H:22]([NH:30][C:31]([O:33][CH2:34][CH2:35][Si:36]([CH3:39])([CH3:38])[CH3:37])=[O:32])[CH2:23][C:24]2[CH:29]=[CH:28][CH:27]=[CH:26][CH:25]=2)[CH2:10]1)[C:2]1[CH:7]=[CH:6][CH:5]=[CH:4][CH:3]=1.CO[C:43](OC)([CH3:45])[CH3:44].C1(C)C=CC(S([O-])(=O)=O)=CC=1.[NH+]1C=CC=CC=1, predict the reaction product.